Dataset: Reaction yield outcomes from USPTO patents with 853,638 reactions. Task: Predict the reaction yield, written as a fraction of the theoretical maximum amount of product (1.0 means a 100% yield; for example, 0.34 means a 34% yield). (1) The reactants are [N:1]1[C:10]2[C:5](=[CH:6][CH:7]=[CH:8][CH:9]=2)[CH:4]=[C:3](B(O)O)[CH:2]=1.CCCCCCCC([C:23]([NH3+:42])([C:33]([CH2:35][CH2:36][CH2:37][CH2:38][CH2:39][CH2:40][CH3:41])=O)C(CCCCCCC)=O)=O.[Cl-].COC1C=CC=CC=1P(C1C=CC=CC=1OC)C1C=CC=CC=1OC.O.C(=O)([O-])[O-].[Na+].[Na+].Br[C:77]1[CH:78]=[C:79]2[C:91]3=[C:92]4[C:82](=[CH:83][C:84](Br)=[CH:85][C:86]4=[CH:87][CH:88]=[C:89]3[CH:90]=1)[CH:81]=[CH:80]2. The catalyst is [Cl-].C([N+](CCCCCCCC)(CCCCCCCC)C)CCCCCCC.C([O-])(=O)C.[Pd+2].C([O-])(=O)C.C1(C)C=CC=CC=1. The product is [N:1]1[C:10]2[C:5](=[CH:6][CH:7]=[CH:8][CH:9]=2)[CH:4]=[C:3]([C:90]2[C:89]3[C:91]4=[C:92]5[C:86](=[CH:87][CH:88]=3)[CH:85]=[CH:84][C:83]([C:40]3[CH:41]=[N:42][C:23]6[C:38]([CH:39]=3)=[CH:37][CH:36]=[CH:35][CH:33]=6)=[C:82]5[CH:81]=[CH:80][C:79]4=[CH:78][CH:77]=2)[CH:2]=1. The yield is 0.460. (2) The reactants are [CH3:1][O:2][CH2:3][C@@:4]12[C@@H:21]3[C@H:12]([C@H:13]4[C@@:17]([CH2:19][CH2:20]3)([CH3:18])[C:16](=[CH2:22])[CH2:15][CH2:14]4)[CH2:11][CH2:10][C@H:9]1[CH2:8][C@H:7]([O:23][CH2:24][O:25][CH3:26])[CH2:6][CH2:5]2.B1C2CCCC1CCC2.[OH:36]O.[OH-].[Na+]. The catalyst is C1COCC1.O. The product is [CH3:1][O:2][CH2:3][C@@:4]12[C@@H:21]3[C@H:12]([C@H:13]4[C@@:17]([CH2:19][CH2:20]3)([CH3:18])[C@@H:16]([CH2:22][OH:36])[CH2:15][CH2:14]4)[CH2:11][CH2:10][C@H:9]1[CH2:8][C@H:7]([O:23][CH2:24][O:25][CH3:26])[CH2:6][CH2:5]2. The yield is 0.870. (3) The reactants are [C:1]([O:7][CH2:8][CH3:9])(=[O:6])[CH2:2][C:3]([O-:5])=O.[K+].[Cl-].[Mg+2].[Cl-].C(N(CC)CC)C.[F:21][C:22]1[CH:30]=[C:29]([F:31])[C:28]([F:32])=[CH:27][C:23]=1C(Cl)=O. The catalyst is C(#N)C. The product is [CH2:8]([O:7][C:1](=[O:6])[CH2:2][C:3](=[O:5])[C:23]1[CH:27]=[C:28]([F:32])[C:29]([F:31])=[CH:30][C:22]=1[F:21])[CH3:9]. The yield is 0.940. (4) The reactants are Br[C:2]1[CH:35]=[CH:34][C:5]([CH2:6][CH2:7][NH:8][C:9]([C:11]2[CH:33]=[CH:32][C:14]([O:15][C:16]3[CH:25]=[C:24]4[C:19]([CH:20]([C:26]([O:28][CH2:29][CH3:30])=[O:27])[CH2:21][CH2:22][O:23]4)=[CH:18][C:17]=3[Cl:31])=[CH:13][CH:12]=2)=[O:10])=[CH:4][CH:3]=1.[Cl:36][C:37]1[CH:42]=[CH:41][CH:40]=[CH:39][C:38]=1B(O)O.[F-].[Cs+]. The catalyst is COCCOC.CO.O.C1C=CC([P]([Pd]([P](C2C=CC=CC=2)(C2C=CC=CC=2)C2C=CC=CC=2)([P](C2C=CC=CC=2)(C2C=CC=CC=2)C2C=CC=CC=2)[P](C2C=CC=CC=2)(C2C=CC=CC=2)C2C=CC=CC=2)(C2C=CC=CC=2)C2C=CC=CC=2)=CC=1. The product is [Cl:31][C:17]1[CH:18]=[C:19]2[C:24](=[CH:25][C:16]=1[O:15][C:14]1[CH:32]=[CH:33][C:11]([C:9](=[O:10])[NH:8][CH2:7][CH2:6][C:5]3[CH:34]=[CH:35][C:2]([C:38]4[CH:39]=[CH:40][CH:41]=[CH:42][C:37]=4[Cl:36])=[CH:3][CH:4]=3)=[CH:12][CH:13]=1)[O:23][CH2:22][CH2:21][CH:20]2[C:26]([O:28][CH2:29][CH3:30])=[O:27]. The yield is 0.590. (5) The reactants are [CH3:1][N:2]([CH3:7])[CH2:3][C:4]([NH2:6])=[O:5].Cl[C:9]1[CH:14]=[C:13]([O:15][C:16]2[C:21]([F:22])=[CH:20][C:19]([NH:23][C:24]([C:26]3([C:29]([NH:31][C:32]4[CH:37]=[CH:36][C:35]([F:38])=[CH:34][CH:33]=4)=[O:30])[CH2:28][CH2:27]3)=[O:25])=[C:18]([F:39])[CH:17]=2)[CH:12]=[CH:11][N:10]=1.C(=O)([O-])[O-].[Cs+].[Cs+].CC1(C)C2C(=C(P(C3C=CC=CC=3)C3C=CC=CC=3)C=CC=2)OC2C(P(C3C=CC=CC=3)C3C=CC=CC=3)=CC=CC1=2. The catalyst is O1CCOCC1.C([O-])(=O)C.[Pd+2].C([O-])(=O)C. The product is [CH3:1][N:2]([CH3:7])[CH2:3][C:4]([NH:6][C:9]1[CH:14]=[C:13]([O:15][C:16]2[C:21]([F:22])=[CH:20][C:19]([NH:23][C:24]([C:26]3([C:29]([NH:31][C:32]4[CH:33]=[CH:34][C:35]([F:38])=[CH:36][CH:37]=4)=[O:30])[CH2:28][CH2:27]3)=[O:25])=[C:18]([F:39])[CH:17]=2)[CH:12]=[CH:11][N:10]=1)=[O:5]. The yield is 0.480. (6) The reactants are [Br:1][C:2]1[CH:12]=[C:11](/[CH:13]=[CH:14]\[CH:15]([C:20]2[CH:25]=[C:24]([Cl:26])[C:23]([Cl:27])=[C:22]([Cl:28])[CH:21]=2)[C:16]([F:19])([F:18])[F:17])[CH:10]=[CH:9][C:3]=1[C:4]([O:6]CC)=[O:5].I[Si](C)(C)C. The catalyst is CC#N. The product is [Br:1][C:2]1[CH:12]=[C:11](/[CH:13]=[CH:14]\[CH:15]([C:20]2[CH:21]=[C:22]([Cl:28])[C:23]([Cl:27])=[C:24]([Cl:26])[CH:25]=2)[C:16]([F:19])([F:18])[F:17])[CH:10]=[CH:9][C:3]=1[C:4]([OH:6])=[O:5]. The yield is 0.420. (7) The reactants are [CH3:1][O:2][CH2:3][CH2:4][C:5]1([C:11]([O:13][C:14]([CH3:17])([CH3:16])[CH3:15])=[O:12])SCCCS1.BrN1C(=[O:24])CCC1=O.C(=O)(O)[O-].[Na+].S([O-])([O-])(=O)=S.[Na+].[Na+]. The catalyst is CC(C)=O.O. The product is [CH3:1][O:2][CH2:3][CH2:4][C:5](=[O:24])[C:11]([O:13][C:14]([CH3:17])([CH3:16])[CH3:15])=[O:12]. The yield is 0.720. (8) The reactants are [O:1]=[C:2]1[C:11]2[CH2:12][NH:13][N:14](COCC[Si](C)(C)C)[C:10]=2[C:9]2[CH:8]=[CH:7][C:6]([C:23]3[CH:28]=[CH:27][CH:26]=[CH:25][C:24]=3[NH:29][S:30]([CH3:33])(=[O:32])=[O:31])=[CH:5][C:4]=2[N:3]1[CH2:34][C:35]([F:38])([F:37])[F:36].O=C1C2=CN(COCC[Si](C)(C)C)N=C2C2C=CC(C3C=CC=CC=3NS(C)(=O)=O)=CC=2N1CC(F)(F)F. No catalyst specified. The product is [O:1]=[C:2]1[C:11]2=[CH:12][NH:13][N:14]=[C:10]2[C:9]2[CH:8]=[CH:7][C:6]([C:23]3[CH:28]=[CH:27][CH:26]=[CH:25][C:24]=3[NH:29][S:30]([CH3:33])(=[O:32])=[O:31])=[CH:5][C:4]=2[N:3]1[CH2:34][C:35]([F:36])([F:37])[F:38]. The yield is 0.740. (9) The yield is 0.900. The product is [CH2:12]([C:14]1[N:15]([CH2:22][CH2:23][O:24][C:25]2[CH:32]=[CH:31][C:28]([CH:29]=[N:2][OH:3])=[CH:27][CH:26]=2)[C:16](=[O:21])[CH:17]=[C:18]([CH3:20])[N:19]=1)[CH3:13]. The catalyst is O.C(O)C. The reactants are Cl.[NH2:2][OH:3].O.O.O.C([O-])(=O)C.[Na+].[CH2:12]([C:14]1[N:15]([CH2:22][CH2:23][O:24][C:25]2[CH:32]=[CH:31][C:28]([CH:29]=O)=[CH:27][CH:26]=2)[C:16](=[O:21])[CH:17]=[C:18]([CH3:20])[N:19]=1)[CH3:13].